Dataset: Catalyst prediction with 721,799 reactions and 888 catalyst types from USPTO. Task: Predict which catalyst facilitates the given reaction. (1) Reactant: [CH2:1]([C:4]1[C:11]([F:12])=[C:10]([F:13])[C:7]([CH2:8][OH:9])=[C:6]([F:14])[C:5]=1[F:15])[C:2]#[CH:3].[C:16]([C:18]([CH3:28])=[CH:19][C@@H:20]1[C@@H:22]([C:23](O)=[O:24])[C:21]1([CH3:27])[CH3:26])#[N:17]. Product: [C:16]([C:18]([CH3:28])=[CH:19][C@@H:20]1[C@@H:22]([C:23]([O:9][CH2:8][C:7]2[C:6]([F:14])=[C:5]([F:15])[C:4]([CH2:1][C:2]#[CH:3])=[C:11]([F:12])[C:10]=2[F:13])=[O:24])[C:21]1([CH3:27])[CH3:26])#[N:17]. The catalyst class is: 119. (2) Reactant: [Cl:1][C:2]1[CH:13]=[CH:12][C:5]2[NH:6][C:7](=O)[CH2:8][O:9][CH2:10][C:4]=2[CH:3]=1.COC1C=CC(P2(=S)SP(=S)(C3C=CC(OC)=CC=3)[S:23]2)=CC=1. Product: [Cl:1][C:2]1[CH:13]=[CH:12][C:5]2[NH:6][C:7](=[S:23])[CH2:8][O:9][CH2:10][C:4]=2[CH:3]=1. The catalyst class is: 7. (3) Reactant: CC(C)([O-])C.[K+].[Cl:7][C:8]1[N:9]=[CH:10][C:11]2[CH2:12][CH2:13][CH2:14][CH2:15][C:16]=2[CH:17]=1.[N:18](OC(C)(C)C)=[O:19]. Product: [Cl:7][C:8]1[N:9]=[CH:10][C:11]2[CH2:12][CH2:13][CH2:14][C:15](=[N:18][OH:19])[C:16]=2[CH:17]=1. The catalyst class is: 1. (4) Reactant: [CH:1]1([C:4]2[N:8]=[C:7]([C:9]3[C:13]([CH3:14])=[C:12]([CH3:15])[S:11][C:10]=3[NH:16][C:17]([C:19]3[CH2:24]OC[CH2:21][C:20]=3[C:25]([O:27]CC)=[O:26])=[O:18])[O:6][N:5]=2)[CH2:3][CH2:2]1.[O:30]1CCOC[CH2:31]1. Product: [CH:1]1([C:4]2[N:8]=[C:7]([C:9]3[C:13]([CH3:14])=[C:12]([CH3:15])[S:11][C:10]=3[NH:16][C:17]([C:19]3[CH2:24][CH2:31][O:30][CH2:21][C:20]=3[C:25]([OH:27])=[O:26])=[O:18])[O:6][N:5]=2)[CH2:3][CH2:2]1. The catalyst class is: 6. (5) Reactant: C1COCC1.[C:6]1([C@H:16]([N:18]([CH2:26][CH:27]2[CH:31]([C:32]3[CH:37]=[CH:36][CH:35]=[CH:34][CH:33]=3)[CH2:30][NH:29][CH2:28]2)C(=O)OC(C)(C)C)[CH3:17])[C:15]2[C:10](=[CH:11][CH:12]=[CH:13][CH:14]=2)[CH:9]=[CH:8][CH:7]=1.Cl[C:39]([O:41][CH2:42][CH3:43])=[O:40].C(N(CC)CC)C. Product: [C:6]1([C@H:16]([NH:18][CH2:26][CH:27]2[CH:31]([C:32]3[CH:33]=[CH:34][CH:35]=[CH:36][CH:37]=3)[CH2:30][N:29]([C:39]([O:41][CH2:42][CH3:43])=[O:40])[CH2:28]2)[CH3:17])[C:15]2[C:10](=[CH:11][CH:12]=[CH:13][CH:14]=2)[CH:9]=[CH:8][CH:7]=1. The catalyst class is: 6. (6) Reactant: [Br:1][C:2]1[CH:3]=[C:4]([CH:6]=[CH:7][C:8]=1[O:9][CH2:10][CH:11]1[CH2:15][CH2:14][CH2:13][O:12]1)[NH2:5].[S-:16][C:17]#[N:18].[NH4+].BrBr.N. Product: [Br:1][C:2]1[C:8]([O:9][CH2:10][CH:11]2[CH2:15][CH2:14][CH2:13][O:12]2)=[CH:7][C:6]2[S:16][C:17]([NH2:18])=[N:5][C:4]=2[CH:3]=1. The catalyst class is: 15. (7) Reactant: C(OC([N:8]1[CH2:13][CH2:12][N:11]([C:14]2[C:19]([CH3:20])=[CH:18][C:17]([C:21]#[N:22])=[CH:16][N:15]=2)[CH2:10][CH2:9]1)=O)(C)(C)C.FC(F)(F)C(O)=O. Product: [CH3:20][C:19]1[C:14]([N:11]2[CH2:10][CH2:9][NH:8][CH2:13][CH2:12]2)=[N:15][CH:16]=[C:17]([CH:18]=1)[C:21]#[N:22]. The catalyst class is: 4.